Dataset: Full USPTO retrosynthesis dataset with 1.9M reactions from patents (1976-2016). Task: Predict the reactants needed to synthesize the given product. Given the product [Br:17][C:18]1[CH:23]=[C:22]([F:24])[C:21]([O:25][CH2:2][C:3]2[C:8]([CH3:9])=[CH:7][CH:6]=[CH:5][C:4]=2[N:10]2[C:14](=[O:15])[N:13]([CH3:16])[N:12]=[N:11]2)=[C:20]([F:26])[CH:19]=1, predict the reactants needed to synthesize it. The reactants are: Br[CH2:2][C:3]1[C:8]([CH3:9])=[CH:7][CH:6]=[CH:5][C:4]=1[N:10]1[C:14](=[O:15])[N:13]([CH3:16])[N:12]=[N:11]1.[Br:17][C:18]1[CH:23]=[C:22]([F:24])[C:21]([OH:25])=[C:20]([F:26])[CH:19]=1.C(=O)([O-])[O-].[K+].[K+].C(#N)C.